Task: Regression. Given two drug SMILES strings and cell line genomic features, predict the synergy score measuring deviation from expected non-interaction effect.. Dataset: NCI-60 drug combinations with 297,098 pairs across 59 cell lines (1) Drug 1: C1CCC(C1)C(CC#N)N2C=C(C=N2)C3=C4C=CNC4=NC=N3. Drug 2: CC(C1=C(C=CC(=C1Cl)F)Cl)OC2=C(N=CC(=C2)C3=CN(N=C3)C4CCNCC4)N. Cell line: DU-145. Synergy scores: CSS=1.05, Synergy_ZIP=-1.25, Synergy_Bliss=0.660, Synergy_Loewe=-2.08, Synergy_HSA=-1.08. (2) Synergy scores: CSS=19.1, Synergy_ZIP=-1.62, Synergy_Bliss=-1.52, Synergy_Loewe=-1.34, Synergy_HSA=-0.0459. Drug 2: C1C(C(OC1N2C=NC3=C2NC=NCC3O)CO)O. Drug 1: CC12CCC3C(C1CCC2=O)CC(=C)C4=CC(=O)C=CC34C. Cell line: RXF 393. (3) Drug 1: CNC(=O)C1=CC=CC=C1SC2=CC3=C(C=C2)C(=NN3)C=CC4=CC=CC=N4. Drug 2: COC1=C2C(=CC3=C1OC=C3)C=CC(=O)O2. Cell line: OVCAR-5. Synergy scores: CSS=0.176, Synergy_ZIP=0.531, Synergy_Bliss=1.14, Synergy_Loewe=-0.428, Synergy_HSA=-0.356. (4) Drug 1: C1CCC(C1)C(CC#N)N2C=C(C=N2)C3=C4C=CNC4=NC=N3. Synergy scores: CSS=16.5, Synergy_ZIP=0.369, Synergy_Bliss=2.65, Synergy_Loewe=-14.7, Synergy_HSA=-0.801. Drug 2: CC1CCC2CC(C(=CC=CC=CC(CC(C(=O)C(C(C(=CC(C(=O)CC(OC(=O)C3CCCCN3C(=O)C(=O)C1(O2)O)C(C)CC4CCC(C(C4)OC)O)C)C)O)OC)C)C)C)OC. Cell line: OVCAR-5. (5) Drug 1: C1CCC(CC1)NC(=O)N(CCCl)N=O. Drug 2: CCCCC(=O)OCC(=O)C1(CC(C2=C(C1)C(=C3C(=C2O)C(=O)C4=C(C3=O)C=CC=C4OC)O)OC5CC(C(C(O5)C)O)NC(=O)C(F)(F)F)O. Cell line: SK-MEL-5. Synergy scores: CSS=11.3, Synergy_ZIP=-2.21, Synergy_Bliss=1.38, Synergy_Loewe=-2.75, Synergy_HSA=-2.89. (6) Synergy scores: CSS=9.66, Synergy_ZIP=-4.52, Synergy_Bliss=-1.70, Synergy_Loewe=-4.44, Synergy_HSA=-0.623. Cell line: NCIH23. Drug 1: CC1CCC2CC(C(=CC=CC=CC(CC(C(=O)C(C(C(=CC(C(=O)CC(OC(=O)C3CCCCN3C(=O)C(=O)C1(O2)O)C(C)CC4CCC(C(C4)OC)O)C)C)O)OC)C)C)C)OC. Drug 2: CCN(CC)CCNC(=O)C1=C(NC(=C1C)C=C2C3=C(C=CC(=C3)F)NC2=O)C. (7) Drug 1: C1CN1P(=S)(N2CC2)N3CC3. Drug 2: CC1C(C(CC(O1)OC2CC(OC(C2O)C)OC3=CC4=CC5=C(C(=O)C(C(C5)C(C(=O)C(C(C)O)O)OC)OC6CC(C(C(O6)C)O)OC7CC(C(C(O7)C)O)OC8CC(C(C(O8)C)O)(C)O)C(=C4C(=C3C)O)O)O)O. Cell line: COLO 205. Synergy scores: CSS=48.1, Synergy_ZIP=-5.05, Synergy_Bliss=-1.56, Synergy_Loewe=-12.4, Synergy_HSA=-0.990.